From a dataset of Aqueous solubility values for 9,982 compounds from the AqSolDB database. Regression/Classification. Given a drug SMILES string, predict its absorption, distribution, metabolism, or excretion properties. Task type varies by dataset: regression for continuous measurements (e.g., permeability, clearance, half-life) or binary classification for categorical outcomes (e.g., BBB penetration, CYP inhibition). For this dataset (solubility_aqsoldb), we predict Y. (1) The compound is CCOP(=S)(OCC)Oc1cc(C)nc(N(CC)CC)n1. The Y is -4.92 log mol/L. (2) The Y is -2.32 log mol/L. The compound is NS(=O)(=O)c1nnc(NS(=O)(=O)c2ccccc2C(=O)O)s1. (3) The drug is COC(=O)C1C2C=CC(C2)C1C(=O)OC. The Y is -1.20 log mol/L. (4) The Y is -5.37 log mol/L. The drug is CCC(=O)OC1CCC2C3CCC4=CC(=O)CCC4(C)C3CCC12C. (5) The compound is O=C1OC(=O)c2ccccc21.OCCOCCO. The Y is -1.41 log mol/L.